From a dataset of Forward reaction prediction with 1.9M reactions from USPTO patents (1976-2016). Predict the product of the given reaction. (1) The product is: [F:24][C:21]([F:22])([F:23])[C:16]1[CH:17]=[CH:18][CH:19]=[CH:20][C:15]=1[C:13]1[NH:12][C:8]2[CH:9]=[N:10][CH:11]=[C:6]([C:4]([OH:5])=[O:3])[C:7]=2[N:14]=1. Given the reactants C([O:3][C:4]([C:6]1[C:7]2[N:14]=[C:13]([C:15]3[CH:20]=[CH:19][CH:18]=[CH:17][C:16]=3[C:21]([F:24])([F:23])[F:22])[NH:12][C:8]=2[CH:9]=[N:10][CH:11]=1)=[O:5])C.Cl, predict the reaction product. (2) Given the reactants [NH2:1][C:2]1[N:7]2[N:8]=[CH:9][C:10]([C:11]3[CH:12]=[N:13][C:14]4C([CH:20]=3)=CC=CC=4)=[C:6]2[N:5]=[C:4]([CH:21]2[CH2:26][CH2:25][N:24]([CH2:27][C:28]([OH:30])=[O:29])[CH2:23][CH2:22]2)[C:3]=1[Br:31].[NH2:32]C1N2N=CC(C3C=NN(C)C=3)=C2N=C(C2CCN(CC(OC(C)(C)C)=O)CC2)C=1.NC1N2N=CC(C3C=NC4C(C=3)=CC=CC=4)=C2N=C(C2CCN(CC(OC(C)(C)C)=O)CC2)C=1, predict the reaction product. The product is: [NH2:1][C:2]1[N:7]2[N:8]=[CH:9][C:10]([C:11]3[CH:20]=[N:32][N:13]([CH3:14])[CH:12]=3)=[C:6]2[N:5]=[C:4]([CH:21]2[CH2:26][CH2:25][N:24]([CH2:27][C:28]([OH:30])=[O:29])[CH2:23][CH2:22]2)[C:3]=1[Br:31]. (3) Given the reactants [NH2:1][C:2]1[CH:10]=[CH:9][CH:8]=[C:7]2[C:3]=1[C:4](=[O:20])[N:5]([CH2:12][C:13]([O:15][C:16]([CH3:19])([CH3:18])[CH3:17])=[O:14])[C:6]2=[O:11].C(N(CC)CC)C.[CH3:28][S:29](Cl)(=[O:31])=[O:30], predict the reaction product. The product is: [CH3:28][S:29]([N:1]([C:2]1[CH:10]=[CH:9][CH:8]=[C:7]2[C:3]=1[C:4](=[O:20])[N:5]([CH2:12][C:13]([O:15][C:16]([CH3:17])([CH3:19])[CH3:18])=[O:14])[C:6]2=[O:11])[S:29]([CH3:28])(=[O:31])=[O:30])(=[O:31])=[O:30]. (4) The product is: [NH2:2][CH2:3][C:4]1([C:17]([O:19][CH2:20][CH3:21])=[O:18])[CH2:9][CH2:8][NH:7][CH2:6][CH2:5]1. Given the reactants Cl.[NH2:2][CH2:3][C:4]1([C:17]([O:19][CH2:20][CH3:21])=[O:18])[CH2:9][CH2:8][N:7](C(OC(C)(C)C)=O)[CH2:6][CH2:5]1, predict the reaction product.